From a dataset of Catalyst prediction with 721,799 reactions and 888 catalyst types from USPTO. Predict which catalyst facilitates the given reaction. Reactant: [Cl:1][C:2]1[CH:7]=[CH:6][CH:5]=[CH:4][C:3]=1[C:8]1[C:9]([C:31]2[CH:36]=[CH:35][C:34]([Cl:37])=[CH:33][CH:32]=2)=[CH:10][C:11]2[N:12]([C:14]([CH2:17][CH:18]3[CH2:23][CH2:22][N:21](C(OC(C)(C)C)=O)[CH2:20][CH2:19]3)=[N:15][N:16]=2)[N:13]=1.Cl. Product: [ClH:1].[Cl:1][C:2]1[CH:7]=[CH:6][CH:5]=[CH:4][C:3]=1[C:8]1[C:9]([C:31]2[CH:32]=[CH:33][C:34]([Cl:37])=[CH:35][CH:36]=2)=[CH:10][C:11]2[N:12]([C:14]([CH2:17][CH:18]3[CH2:19][CH2:20][NH:21][CH2:22][CH2:23]3)=[N:15][N:16]=2)[N:13]=1. The catalyst class is: 343.